From a dataset of Reaction yield outcomes from USPTO patents with 853,638 reactions. Predict the reaction yield, written as a fraction of the theoretical maximum amount of product (1.0 means a 100% yield; for example, 0.34 means a 34% yield). (1) The reactants are Cl.[CH2:2]1[C:10]2[C:5](=[CH:6][CH:7]=[CH:8][CH:9]=2)[CH2:4][CH:3]1[C@H:11]1[NH:16][C:15](=[O:17])[C@@H:14]([C@@H:18]([CH3:21])[CH2:19][CH3:20])[N:13]([CH:22]([C:26]2[C:27]([CH3:33])=[N:28][C:29]([CH3:32])=[CH:30][CH:31]=2)[C:23](O)=[O:24])[C:12]1=[O:34].[NH:35]1[CH2:40][CH2:39][O:38][CH2:37][CH2:36]1. The catalyst is ClCCl. The product is [CH2:2]1[C:10]2[C:5](=[CH:6][CH:7]=[CH:8][CH:9]=2)[CH2:4][CH:3]1[C@H:11]1[NH:16][C:15](=[O:17])[C@@H:14]([C@@H:18]([CH3:21])[CH2:19][CH3:20])[N:13]([C@H:22]([C:26]2[C:27]([CH3:33])=[N:28][C:29]([CH3:32])=[CH:30][CH:31]=2)[C:23]([N:35]2[CH2:40][CH2:39][O:38][CH2:37][CH2:36]2)=[O:24])[C:12]1=[O:34]. The yield is 0.450. (2) The reactants are C(N(CC)CC)C.C(O[C:13]([NH:15][N:16]([C:18]1[CH:23]=[CH:22][CH:21]=[C:20]([Cl:24])[C:19]=1[F:25])C)=O)(C)(C)C.[CH3:26][C@:27]12[C:33]([CH3:35])([CH3:34])[C@H:30]([CH2:31][CH2:32]1)[CH:29]([C:36](Cl)=[O:37])[C:28]2=O.Cl.O1CCOCC1. The catalyst is ClCCCl. The product is [Cl:24][C:20]1[C:19]([F:25])=[C:18]([N:16]2[C:36](=[O:37])[C:29]3[C@@H:30]4[C:33]([CH3:35])([CH3:34])[C@@:27]([CH3:26])([CH2:32][CH2:31]4)[C:28]=3[N:15]2[CH3:13])[CH:23]=[CH:22][CH:21]=1. The yield is 0.0700. (3) The reactants are [CH:1]1([NH:4][C:5]([NH:7][C:8]2[CH:13]=[CH:12][C:11]([O:14][C:15]3[CH:20]=[CH:19][N:18]=[C:17]4[CH:21]=[C:22]([C:24]5[CH:29]=[CH:28][C:27]([CH2:30][N:31]6[CH2:36][CH2:35][NH:34][CH2:33][CH2:32]6)=[CH:26][N:25]=5)[S:23][C:16]=34)=[C:10]([F:37])[CH:9]=2)=[O:6])[CH2:3][CH2:2]1.CCN(C(C)C)C(C)C.Br[CH:48]([CH3:56])[CH2:49][CH2:50][C:51]([O:53][CH2:54][CH3:55])=[O:52]. The catalyst is CS(C)=O.CCOC(C)=O.CO.C(Cl)Cl. The product is [OH-:6].[NH4+:4].[CH:1]1([NH:4][C:5](=[O:6])[NH:7][C:8]2[CH:13]=[CH:12][C:11]([O:14][C:15]3[CH:20]=[CH:19][N:18]=[C:17]4[CH:21]=[C:22]([C:24]5[N:25]=[CH:26][C:27]([CH2:30][N:31]6[CH2:32][CH2:33][N:34]([CH2:56][CH2:48][CH2:49][CH2:50][C:51]([O:53][CH2:54][CH3:55])=[O:52])[CH2:35][CH2:36]6)=[CH:28][CH:29]=5)[S:23][C:16]=34)=[C:10]([F:37])[CH:9]=2)[CH2:3][CH2:2]1. The yield is 0.0200. (4) The reactants are [CH2:1](OC(OCC)CBr)[CH3:2].Cl.C([O-])(=O)C.[Na+].[NH2:16][C:17]1[NH:22][C:21](=[O:23])[CH:20]=[C:19]([NH2:24])[N:18]=1. The catalyst is O. The product is [NH2:16][C:17]1[NH:22][C:21](=[O:23])[C:20]2[CH:2]=[CH:1][NH:24][C:19]=2[N:18]=1. The yield is 0.420. (5) The reactants are [C:1](/[CH:3]=[CH:4]\[C:5]([O:7][CH2:8][CH3:9])=[O:6])#[N:2].C1(P(C2C=CC=CC=2)C2C=CC=CC=2)C=CC=CC=1. The product is [C:1](/[CH:3]=[CH:4]/[C:5]([O:7][CH2:8][CH3:9])=[O:6])#[N:2]. The catalyst is C(#N)C. The yield is 0.190. (6) The reactants are [CH2:1]([NH:8][C:9](=[O:18])[NH:10][CH2:11][C:12]1([C:15]([OH:17])=O)[CH2:14][CH2:13]1)[C:2]1[CH:7]=[CH:6][CH:5]=[CH:4][CH:3]=1.[NH2:19][C@@H:20]([CH2:43][C:44]1[CH:49]=[CH:48][C:47]([O:50][C:51]([CH3:54])([CH3:53])[CH3:52])=[CH:46][CH:45]=1)[C:21]([N:23]([CH2:35][CH:36]([O:40][CH2:41][CH3:42])[O:37][CH2:38][CH3:39])[CH2:24][C:25]1[C:34]2[C:29](=[CH:30][CH:31]=[CH:32][CH:33]=2)[N:28]=[CH:27][CH:26]=1)=[O:22]. No catalyst specified. The product is [CH2:1]([NH:8][C:9](=[O:18])[NH:10][CH2:11][C:12]1([C:15]([NH:19][C@@H:20]([CH2:43][C:44]2[CH:49]=[CH:48][C:47]([O:50][C:51]([CH3:53])([CH3:52])[CH3:54])=[CH:46][CH:45]=2)[C:21]([N:23]([CH2:35][CH:36]([O:37][CH2:38][CH3:39])[O:40][CH2:41][CH3:42])[CH2:24][C:25]2[C:34]3[C:29](=[CH:30][CH:31]=[CH:32][CH:33]=3)[N:28]=[CH:27][CH:26]=2)=[O:22])=[O:17])[CH2:13][CH2:14]1)[C:2]1[CH:3]=[CH:4][CH:5]=[CH:6][CH:7]=1. The yield is 0.720.